From a dataset of Full USPTO retrosynthesis dataset with 1.9M reactions from patents (1976-2016). Predict the reactants needed to synthesize the given product. (1) Given the product [F:16][C:14]([F:15])([F:17])[C:13]([NH:12][CH2:11][CH2:10][C:3]1[C:4]2[C:9](=[CH:8][CH:7]=[CH:6][CH:5]=2)[N:1]([C:19]([O:21][C:22]([CH3:25])([CH3:24])[CH3:23])=[O:20])[CH:2]=1)=[O:18], predict the reactants needed to synthesize it. The reactants are: [NH:1]1[C:9]2[C:4](=[CH:5][CH:6]=[CH:7][CH:8]=2)[C:3]([CH2:10][CH2:11][NH:12][C:13](=[O:18])[C:14]([F:17])([F:16])[F:15])=[CH:2]1.[C:19](O[C:19]([O:21][C:22]([CH3:25])([CH3:24])[CH3:23])=[O:20])([O:21][C:22]([CH3:25])([CH3:24])[CH3:23])=[O:20]. (2) Given the product [CH3:3][CH:2]([CH3:1])[O:4][C:5]1[CH:11]=[CH:10][CH:9]=[CH:8][C:6]=1[NH:7][N:21]=[C:33]([C:34](=[O:36])[CH3:35])[C:30](=[O:32])[CH3:31], predict the reactants needed to synthesize it. The reactants are: [CH3:1][CH:2]([O:4][C:5]1[CH:11]=[CH:10][CH:9]=[CH:8][C:6]=1[NH2:7])[CH3:3].P(=O)(O)(O)O.[N+]([O-])(O)=O.[N:21]([O-])=O.[Na+].C([O-])(=O)C.[K+].[C:30]([CH2:33][C:34](=[O:36])[CH3:35])(=[O:32])[CH3:31]. (3) Given the product [C:24]([O:23][C:22]([NH:21][C:19]1[CH:20]=[C:15]([N:4]2[CH2:5][CH2:6][N:1]([C:7]([O:9][C:10]([CH3:13])([CH3:12])[CH3:11])=[O:8])[CH2:2][CH2:3]2)[CH:16]=[CH:17][C:18]=1[CH3:29])=[O:28])([CH3:27])([CH3:26])[CH3:25], predict the reactants needed to synthesize it. The reactants are: [N:1]1([C:7]([O:9][C:10]([CH3:13])([CH3:12])[CH3:11])=[O:8])[CH2:6][CH2:5][NH:4][CH2:3][CH2:2]1.Br[C:15]1[CH:16]=[CH:17][C:18]([CH3:29])=[C:19]([NH:21][C:22](=[O:28])[O:23][C:24]([CH3:27])([CH3:26])[CH3:25])[CH:20]=1.CCOC(C)=O.C(Cl)Cl. (4) Given the product [Cl:1][C:2]1[CH:7]=[C:6]([C:21]2[CH:20]=[CH:19][CH:18]=[C:17]([C:16]([F:27])([F:26])[F:15])[CH:22]=2)[N:5]=[CH:4][N:3]=1, predict the reactants needed to synthesize it. The reactants are: [Cl:1][C:2]1[CH:7]=[C:6](Cl)[N:5]=[CH:4][N:3]=1.C(=O)([O-])[O-].[K+].[K+].[F:15][C:16]([F:27])([F:26])[C:17]1[CH:18]=[C:19](B(O)O)[CH:20]=[CH:21][CH:22]=1.[Cl-].[NH4+]. (5) Given the product [Br:1][C:2]1[CH:7]=[CH:6][CH:5]=[CH:4][C:3]=1[NH:8][C:9]([NH:11][C:12]1[CH:17]=[CH:16][C:15]([Cl:18])=[C:14]([S:19]([NH:22][CH2:23][CH2:24][CH2:25][S:26]([CH3:27])=[O:30])(=[O:20])=[O:21])[C:13]=1[OH:28])=[O:10], predict the reactants needed to synthesize it. The reactants are: [Br:1][C:2]1[CH:7]=[CH:6][CH:5]=[CH:4][C:3]=1[NH:8][C:9]([NH:11][C:12]1[CH:17]=[CH:16][C:15]([Cl:18])=[C:14]([S:19]([NH:22][CH2:23][CH2:24][CH2:25][S:26][CH3:27])(=[O:21])=[O:20])[C:13]=1[OH:28])=[O:10].I([O-])(=O)(=O)=[O:30].[Na+]. (6) Given the product [CH2:1]([C:3]1[CH2:4][CH:5]2[CH:8]([CH:9]=1)[C:7]([CH:10]([C:16]([O:18][CH2:19][CH3:20])=[O:17])[C:11]([O:13][CH2:14][CH3:15])=[O:12])([CH2:35][N+:32]([O-:34])=[O:33])[CH2:6]2)[CH3:2], predict the reactants needed to synthesize it. The reactants are: [CH2:1]([C:3]1[CH2:4][CH:5]2[CH:8]([CH:9]=1)[C:7](=[C:10]([C:16]([O:18][CH2:19][CH3:20])=[O:17])[C:11]([O:13][CH2:14][CH3:15])=[O:12])[CH2:6]2)[CH3:2].C1CCN2C(=NCCC2)CC1.[N+:32]([CH3:35])([O-:34])=[O:33]. (7) Given the product [C:13]1([C:12]#[C:11][C:8]2[CH:7]=[N:6][C:5]([NH:20][C@H:21]3[CH2:26][CH2:25][C@H:24]([OH:27])[CH2:23][CH2:22]3)=[N:10][CH:9]=2)[CH:18]=[CH:17][CH:16]=[CH:15][CH:14]=1, predict the reactants needed to synthesize it. The reactants are: CS([C:5]1[N:10]=[CH:9][C:8]([C:11]#[C:12][C:13]2[CH:18]=[CH:17][CH:16]=[CH:15][CH:14]=2)=[CH:7][N:6]=1)(=O)=O.Cl.[NH2:20][C@H:21]1[CH2:26][CH2:25][C@H:24]([OH:27])[CH2:23][CH2:22]1. (8) The reactants are: [CH3:1][C:2]1[C:7]2[N:8]([C:14]3[CH:19]=[CH:18][CH:17]=[CH:16][CH:15]=3)[C:9]([C@@H:11]([NH2:13])[CH3:12])=[N:10][C:6]=2[CH:5]=[CH:4][CH:3]=1.Cl[C:21]1[N:29]=[CH:28][N:27]=[C:26]2[C:22]=1[N:23]=[CH:24][NH:25]2.CCN(C(C)C)C(C)C. Given the product [CH3:1][C:2]1[C:7]2[N:8]([C:14]3[CH:19]=[CH:18][CH:17]=[CH:16][CH:15]=3)[C:9]([C@@H:11]([NH:13][C:21]3[N:29]=[CH:28][N:27]=[C:26]4[C:22]=3[N:23]=[CH:24][NH:25]4)[CH3:12])=[N:10][C:6]=2[CH:5]=[CH:4][CH:3]=1, predict the reactants needed to synthesize it.